Dataset: Forward reaction prediction with 1.9M reactions from USPTO patents (1976-2016). Task: Predict the product of the given reaction. (1) Given the reactants [F:1][C:2]1[CH:7]=[CH:6][C:5]([C:8]2[C:13]([I:14])=[C:12]([CH:15]([CH3:17])[CH3:16])[N:11]=[C:10]([NH:18][CH3:19])[N:9]=2)=[CH:4][CH:3]=1.CCN(CC)CC.[CH3:27][S:28](Cl)(=[O:30])=[O:29], predict the reaction product. The product is: [F:1][C:2]1[CH:3]=[CH:4][C:5]([C:8]2[C:13]([I:14])=[C:12]([CH:15]([CH3:17])[CH3:16])[N:11]=[C:10]([N:18]([CH3:19])[S:28]([CH3:27])(=[O:30])=[O:29])[N:9]=2)=[CH:6][CH:7]=1. (2) The product is: [F:1][C:2]1[CH:3]=[CH:4][C:5]([O:27][CH3:28])=[C:6]([C:8]2[CH:13]=[CH:12][N:11]=[C:10]3[NH:14][C:15]([C:17]4[CH2:22][CH2:21][CH:20]([C:23]5[O:24][C:34](=[O:35])[NH:26][N:25]=5)[CH2:19][CH:18]=4)=[CH:16][C:9]=23)[CH:7]=1. Given the reactants [F:1][C:2]1[CH:3]=[CH:4][C:5]([O:27][CH3:28])=[C:6]([C:8]2[CH:13]=[CH:12][N:11]=[C:10]3[NH:14][C:15]([C:17]4[CH2:22][CH2:21][CH:20]([C:23]([NH:25][NH2:26])=[O:24])[CH2:19][CH:18]=4)=[CH:16][C:9]=23)[CH:7]=1.N1([C:34](N2C=CN=C2)=[O:35])C=CN=C1.C(N(C(C)C)C(C)C)C, predict the reaction product.